Task: Predict which catalyst facilitates the given reaction.. Dataset: Catalyst prediction with 721,799 reactions and 888 catalyst types from USPTO (1) Reactant: CS(O[CH2:6][C:7]1([CH3:13])[CH2:10][C:9]([F:12])([F:11])[CH2:8]1)(=O)=O.[C-:14]#[N:15].[Na+]. Product: [F:11][C:9]1([F:12])[CH2:10][C:7]([CH2:6][C:14]#[N:15])([CH3:13])[CH2:8]1. The catalyst class is: 58. (2) Reactant: [OH:1][CH:2]1[CH2:7][C:6]([CH3:9])([CH3:8])[N:5]([O:10][CH2:11][C:12]([OH:15])([CH3:14])[CH3:13])[C:4]([CH3:17])([CH3:16])[CH2:3]1.[C:18](OC)(=[O:34])[CH2:19][CH2:20][CH2:21][CH2:22][CH2:23][CH2:24][CH2:25][CH2:26][CH2:27][CH2:28][CH2:29][CH2:30][CH2:31][CH2:32][CH3:33].[NH2-].[Li+]. Product: [OH:15][C:12]([CH3:14])([CH3:13])[CH2:11][O:10][N:5]1[C:6]([CH3:8])([CH3:9])[CH2:7][CH:2]([O:1][C:18](=[O:34])[CH2:19][CH2:20][CH2:21][CH2:22][CH2:23][CH2:24][CH2:25][CH2:26][CH2:27][CH2:28][CH2:29][CH2:30][CH2:31][CH2:32][CH3:33])[CH2:3][C:4]1([CH3:17])[CH3:16]. The catalyst class is: 113.